The task is: Predict which catalyst facilitates the given reaction.. This data is from Catalyst prediction with 721,799 reactions and 888 catalyst types from USPTO. (1) Reactant: Cl[C:2]1[N:7]=[C:6]([C:8]([O:10][CH3:11])=[O:9])[CH:5]=[CH:4][C:3]=1[CH:12]=[O:13].[C:14]1(B(O)O)[CH:19]=[CH:18][CH:17]=[CH:16][CH:15]=1.C(Cl)Cl.[F-].[K+]. Product: [CH:12]([C:3]1[CH:4]=[CH:5][C:6]([C:8]([O:10][CH3:11])=[O:9])=[N:7][C:2]=1[C:14]1[CH:19]=[CH:18][CH:17]=[CH:16][CH:15]=1)=[O:13]. The catalyst class is: 3. (2) Reactant: [Cl:1][C:2]1[CH:7]=[CH:6][C:5]([C:8]2[CH:16]=[CH:15][CH:14]=[C:13]3[C:9]=2[CH2:10][C:11](=[O:17])[NH:12]3)=[CH:4][CH:3]=1.[N:18]1([CH2:23][CH2:24][NH:25][C:26]([C:28]2[C:32]([CH3:33])=[C:31]([CH:34]=O)[NH:30][C:29]=2[CH3:36])=[O:27])[CH:22]=[CH:21][N:20]=[N:19]1. Product: [N:18]1([CH2:23][CH2:24][NH:25][C:26]([C:28]2[C:32]([CH3:33])=[C:31]([CH:34]=[C:10]3[C:9]4[C:13](=[CH:14][CH:15]=[CH:16][C:8]=4[C:5]4[CH:4]=[CH:3][C:2]([Cl:1])=[CH:7][CH:6]=4)[NH:12][C:11]3=[O:17])[NH:30][C:29]=2[CH3:36])=[O:27])[CH:22]=[CH:21][N:20]=[N:19]1. The catalyst class is: 360.